From a dataset of Full USPTO retrosynthesis dataset with 1.9M reactions from patents (1976-2016). Predict the reactants needed to synthesize the given product. (1) Given the product [F:19][C:18]([F:21])([F:20])[C:15]1[CH:16]=[CH:17][C:12]([O:11][C:8]2[CH:9]=[CH:10][C:5]([O:4][C:2]([N:35]3[CH2:34][CH2:33][N:32]([C:25]4[CH:26]=[CH:27][C:28]([O:30][CH3:31])=[CH:29][C:24]=4[O:23][CH3:22])[CH2:37][CH2:36]3)=[O:3])=[CH:6][CH:7]=2)=[N:13][CH:14]=1, predict the reactants needed to synthesize it. The reactants are: Cl[C:2]([O:4][C:5]1[CH:10]=[CH:9][C:8]([O:11][C:12]2[CH:17]=[CH:16][C:15]([C:18]([F:21])([F:20])[F:19])=[CH:14][N:13]=2)=[CH:7][CH:6]=1)=[O:3].[CH3:22][O:23][C:24]1[CH:29]=[C:28]([O:30][CH3:31])[CH:27]=[CH:26][C:25]=1[N:32]1[CH2:37][CH2:36][NH:35][CH2:34][CH2:33]1. (2) Given the product [CH3:1][O:2][C:3]1[CH:4]=[C:5]([CH:11]([S:16][CH3:17])[CH2:12][NH2:13])[CH:6]=[CH:7][C:8]=1[O:9][CH3:10], predict the reactants needed to synthesize it. The reactants are: [CH3:1][O:2][C:3]1[CH:4]=[C:5]([CH:11]([S:16][CH3:17])[CH2:12][N+:13]([O-])=O)[CH:6]=[CH:7][C:8]=1[O:9][CH3:10].[H-].[Al+3].[Li+].[H-].[H-].[H-].[OH-].[Na+].C(=O)([O-])[O-].[K+].[K+]. (3) Given the product [CH:1]([C:4]1[N:8]=[C:7]([N:9]2[CH2:10][CH2:11][CH:12]([CH2:15][CH2:16][CH2:17][O:18][C:19]3[CH:20]=[C:21]([CH3:28])[C:22]([C:25]([NH2:29])=[O:27])=[N:23][CH:24]=3)[CH2:13][CH2:14]2)[O:6][N:5]=1)([CH3:2])[CH3:3], predict the reactants needed to synthesize it. The reactants are: [CH:1]([C:4]1[N:8]=[C:7]([N:9]2[CH2:14][CH2:13][CH:12]([CH2:15][CH2:16][CH2:17][O:18][C:19]3[CH:20]=[C:21]([CH3:28])[C:22]([C:25]([OH:27])=O)=[N:23][CH:24]=3)[CH2:11][CH2:10]2)[O:6][N:5]=1)([CH3:3])[CH3:2].[NH3:29]. (4) The reactants are: [F:1][C:2]1[CH:3]=[C:4]2[C:9](=[C:10]([F:12])[CH:11]=1)[CH2:8][C:7](=O)[CH2:6][CH2:5]2.Cl.[CH2:15]([O:22][CH2:23][C:24]([C:27]1[S:31][C:30]([NH:32][C:33](=[O:39])[CH:34]([NH2:38])[CH2:35][CH2:36][CH3:37])=[N:29][N:28]=1)([CH3:26])[CH3:25])[C:16]1[CH:21]=[CH:20][CH:19]=[CH:18][CH:17]=1.S([O-])([O-])(=O)=O.[Na+].[Na+].C(O[BH-](OC(=O)C)OC(=O)C)(=O)C.[Na+]. Given the product [CH2:15]([O:22][CH2:23][C:24]([C:27]1[S:31][C:30]([NH:32][C:33](=[O:39])[CH:34]([NH:38][CH:7]2[CH2:6][CH2:5][C:4]3[C:9](=[C:10]([F:12])[CH:11]=[C:2]([F:1])[CH:3]=3)[CH2:8]2)[CH2:35][CH2:36][CH3:37])=[N:29][N:28]=1)([CH3:25])[CH3:26])[C:16]1[CH:17]=[CH:18][CH:19]=[CH:20][CH:21]=1, predict the reactants needed to synthesize it.